Dataset: Catalyst prediction with 721,799 reactions and 888 catalyst types from USPTO. Task: Predict which catalyst facilitates the given reaction. (1) Reactant: [NH2:1][C:2]([NH:4][C:5]1[CH:9]=[C:8](Br)[S:7][C:6]=1[C:11]([NH:13][C@H:14]1[CH2:19][CH2:18][CH2:17][N:16](C(OC(C)(C)C)=O)[CH2:15]1)=[O:12])=[O:3].[S:27]1[C:31]2[CH:32]=[CH:33][CH:34]=[CH:35][C:30]=2[CH:29]=[C:28]1B(O)O.C([O-])([O-])=O.[Cs+].[Cs+].Cl. Product: [NH:16]1[CH2:17][CH2:18][CH2:19][C@H:14]([NH:13][C:11]([C:6]2[S:7][C:8]([C:28]3[S:27][C:31]4[CH:32]=[CH:33][CH:34]=[CH:35][C:30]=4[CH:29]=3)=[CH:9][C:5]=2[NH:4][C:2]([NH2:1])=[O:3])=[O:12])[CH2:15]1. The catalyst class is: 77. (2) Reactant: [CH3:1][O:2][C:3](=[O:21])[C:4]([N:18]=[N+]=[N-])=[CH:5][C:6]1[CH:11]=[CH:10][C:9]([O:12][CH3:13])=[C:8]([O:14][CH2:15][CH2:16][Cl:17])[CH:7]=1. Product: [CH3:1][O:2][C:3]([C:4]1[NH:18][C:11]2[C:6]([CH:5]=1)=[CH:7][C:8]([O:14][CH2:15][CH2:16][Cl:17])=[C:9]([O:12][CH3:13])[CH:10]=2)=[O:21]. The catalyst class is: 11. (3) Reactant: [F:1][C:2]1[CH:3]=[C:4]([CH:9]=[CH:10][C:11]=1[C:12]1[CH:17]=[N:16][C:15]([O:18][CH2:19][CH:20]2[CH2:25][CH2:24][N:23]([CH2:26][C:27]([F:30])([CH3:29])[CH3:28])[CH2:22][CH2:21]2)=[CH:14][N:13]=1)[C:5]([O:7]C)=[O:6].O[Li].O. Product: [F:1][C:2]1[CH:3]=[C:4]([CH:9]=[CH:10][C:11]=1[C:12]1[CH:17]=[N:16][C:15]([O:18][CH2:19][CH:20]2[CH2:25][CH2:24][N:23]([CH2:26][C:27]([F:30])([CH3:28])[CH3:29])[CH2:22][CH2:21]2)=[CH:14][N:13]=1)[C:5]([OH:7])=[O:6]. The catalyst class is: 6. (4) Reactant: [NH2:1][C:2]1[N:6]([C:7]2[CH:12]=[CH:11][CH:10]=[CH:9][CH:8]=2)[N:5]=[C:4]([CH3:13])[CH:3]=1.CCOCC.[CH3:19][O:20][C:21](=[O:29])[C:22]1[CH:27]=[CH:26][CH:25]=[CH:24][C:23]=1Br.C(=O)([O-])[O-].[Cs+].[Cs+]. Product: [CH3:19][O:20][C:21]([C:22]1[CH:27]=[CH:26][CH:25]=[CH:24][C:23]=1[NH:1][C:2]1[N:6]([C:7]2[CH:12]=[CH:11][CH:10]=[CH:9][CH:8]=2)[N:5]=[C:4]([CH3:13])[CH:3]=1)=[O:29]. The catalyst class is: 164. (5) Reactant: [F:1][C:2]1[CH:7]=[C:6]([F:8])[C:5]([N+:9]([O-:11])=[O:10])=[CH:4][C:3]=1[S:12](Cl)(=[O:14])=[O:13].Cl.CN.[CH2:19]([N:21](CC)CC)C.Cl. Product: [F:1][C:2]1[CH:7]=[C:6]([F:8])[C:5]([N+:9]([O-:11])=[O:10])=[CH:4][C:3]=1[S:12]([NH:21][CH3:19])(=[O:14])=[O:13]. The catalyst class is: 20. (6) Product: [CH:1]([N:4]1[C:9](=[O:10])[CH2:8][N:6]([CH3:7])[C:5]1=[O:12])([CH3:3])[CH3:2]. Reactant: [CH:1]([NH:4][C:5](=[O:12])[N:6]([CH2:8][C:9](O)=[O:10])[CH3:7])([CH3:3])[CH3:2]. The catalyst class is: 223. (7) Reactant: [CH3:1][C:2]1[CH:7]=[CH:6][C:5]([C:8]2([C:14]([OH:16])=O)[CH2:10][CH:9]2[C:11](O)=[O:12])=[CH:4][CH:3]=1.[NH2:17]C(N)=O. Product: [CH3:1][C:2]1[CH:7]=[CH:6][C:5]([C:8]23[CH2:10][CH:9]2[C:11](=[O:12])[NH:17][C:14]3=[O:16])=[CH:4][CH:3]=1. The catalyst class is: 11.